Task: Predict which catalyst facilitates the given reaction.. Dataset: Catalyst prediction with 721,799 reactions and 888 catalyst types from USPTO (1) The catalyst class is: 47. Product: [Cl:1][C:2]1[CH:7]=[CH:6][C:5]([C:8]2([OH:19])[CH2:13][CH2:12][N:11]([CH2:27][CH2:28][CH:29]=[C:30]3[C:36]4[CH:37]=[CH:38][CH:39]=[N:40][C:35]=4[CH2:34][O:33][C:32]4[CH:41]=[CH:42][C:43]([C:45]([OH:48])([CH3:47])[CH3:46])=[CH:44][C:31]3=4)[CH2:10][C:9]2([CH2:15][O:16][CH2:17][CH3:18])[CH3:14])=[CH:4][CH:3]=1. Reactant: [Cl:1][C:2]1[CH:7]=[CH:6][C:5]([C:8]2([OH:19])[CH2:13][CH2:12][NH:11][CH2:10][C:9]2([CH2:15][O:16][CH2:17][CH3:18])[CH3:14])=[CH:4][CH:3]=1.C([O-])([O-])=O.[K+].[K+].Br[CH2:27][CH2:28][CH:29]=[C:30]1[C:36]2[CH:37]=[CH:38][CH:39]=[N:40][C:35]=2[CH2:34][O:33][C:32]2[CH:41]=[CH:42][C:43]([C:45]([OH:48])([CH3:47])[CH3:46])=[CH:44][C:31]1=2. (2) Reactant: [CH2:1](Br)[C:2]1[CH:7]=[CH:6][CH:5]=[CH:4][CH:3]=1.[CH3:9][C:10]([C:12]1[CH:13]=[CH:14][C:15]([OH:19])=[CH:16][C:17]=1[OH:18])=[O:11].C(=O)([O-])[O-].[K+].[K+]. Product: [CH2:1]([O:18][C:17]1[CH:16]=[C:15]([O:19][CH2:1][C:2]2[CH:7]=[CH:6][CH:5]=[CH:4][CH:3]=2)[CH:14]=[CH:13][C:12]=1[C:10](=[O:11])[CH3:9])[C:2]1[CH:7]=[CH:6][CH:5]=[CH:4][CH:3]=1. The catalyst class is: 10. (3) Reactant: [CH3:1][O:2][C:3](=[O:25])[CH2:4][C:5]1[CH:9]=[CH:8][S:7][C:6]=1[C:10]1[S:14][C:13]([C:15]2[S:16][CH:17]=[CH:18][C:19]=2[CH2:20][C:21]([O:23][CH3:24])=[O:22])=[CH:12][CH:11]=1.[S:26]1[CH:30]=[CH:29][CH:28]=[C:27]1[C:31](Cl)=[O:32].[Al+3].[Cl-].[Cl-].[Cl-]. Product: [CH3:24][O:23][C:21](=[O:22])[CH2:20][C:19]1[CH:18]=[C:17]([C:31]([C:27]2[S:26][CH:30]=[CH:29][CH:28]=2)=[O:32])[S:16][C:15]=1[C:13]1[S:14][C:10]([C:6]2[S:7][CH:8]=[CH:9][C:5]=2[CH2:4][C:3]([O:2][CH3:1])=[O:25])=[CH:11][CH:12]=1. The catalyst class is: 2. (4) Reactant: [NH:1]1[CH2:8][CH2:7][CH2:6][C@@H:2]1[C:3]([OH:5])=[O:4].[OH-].[Na+].[CH3:11][O:12][C:13]1[CH:18]=[CH:17][C:16]([CH2:19][C:20](Cl)=[O:21])=[CH:15][CH:14]=1. Product: [CH3:11][O:12][C:13]1[CH:18]=[CH:17][C:16]([CH2:19][C:20]([N:1]2[CH2:8][CH2:7][CH2:6][C@@H:2]2[C:3]([OH:5])=[O:4])=[O:21])=[CH:15][CH:14]=1. The catalyst class is: 283.